Dataset: Full USPTO retrosynthesis dataset with 1.9M reactions from patents (1976-2016). Task: Predict the reactants needed to synthesize the given product. (1) Given the product [Cl:1][C:2]1[CH:3]=[C:4]2[C:10]3([CH2:11][CH2:12][N:13]([C:16]([O:18][C:19]([CH3:22])([CH3:21])[CH3:20])=[O:17])[CH2:14][CH2:15]3)[CH2:9][N:8]([C:23]3[C:24]4[C@H:31]([CH3:32])[CH2:30][C@@H:29]([O:33][C:41](=[O:42])[C:40]5[CH:39]=[CH:38][C:37]([N+:34]([O-:36])=[O:35])=[CH:45][CH:44]=5)[C:25]=4[N:26]=[CH:27][N:28]=3)[C:5]2=[CH:6][CH:7]=1, predict the reactants needed to synthesize it. The reactants are: [Cl:1][C:2]1[CH:3]=[C:4]2[C:10]3([CH2:15][CH2:14][N:13]([C:16]([O:18][C:19]([CH3:22])([CH3:21])[CH3:20])=[O:17])[CH2:12][CH2:11]3)[CH2:9][N:8]([C:23]3[C:24]4[C@H:31]([CH3:32])[CH2:30][CH:29]([OH:33])[C:25]=4[N:26]=[CH:27][N:28]=3)[C:5]2=[CH:6][CH:7]=1.[N+:34]([C:37]1[CH:45]=[CH:44][C:40]([C:41](Cl)=[O:42])=[CH:39][CH:38]=1)([O-:36])=[O:35]. (2) Given the product [F:15][C:9]1[N:8]=[C:7]2[C:12]([N:13]=[C:5]([CH2:4][C:3]3[CH:16]=[C:17]([O:22][CH3:23])[C:18]([O:20][CH3:21])=[CH:19][C:2]=3[Br:1])[N:6]2[CH2:38][CH2:37][CH2:36][C:35]#[CH:34])=[C:11]([NH2:14])[N:10]=1, predict the reactants needed to synthesize it. The reactants are: [Br:1][C:2]1[CH:19]=[C:18]([O:20][CH3:21])[C:17]([O:22][CH3:23])=[CH:16][C:3]=1[CH2:4][C:5]1[NH:13][C:12]2[C:7](=[N:8][C:9]([F:15])=[N:10][C:11]=2[NH2:14])[N:6]=1.C([O-])([O-])=O.[Cs+].[Cs+].S(C1C=CC(C)=CC=1)(O[CH2:34][CH2:35][CH2:36][C:37]#[CH:38])(=O)=O. (3) Given the product [CH2:17]([C:16]1[C:15]([C:14]([O:20][CH3:21])=[O:19])=[CH:10][NH:11][CH:12]=1)[CH3:18], predict the reactants needed to synthesize it. The reactants are: C1(C)C=CC(S([CH2:10][N+:11]#[C-:12])(=O)=O)=CC=1.[C:14]([O:20][CH3:21])(=[O:19])[CH:15]=[CH:16][CH2:17][CH3:18].CC(C)([O-])C.[K+]. (4) Given the product [Cl:17][C:10]1[N:11]=[N:12][CH:13]=[C:8]([N:5]2[CH2:6][CH2:7][N:2]([CH3:1])[CH2:3][CH2:4]2)[CH:9]=1, predict the reactants needed to synthesize it. The reactants are: [CH3:1][N:2]1[CH2:7][CH2:6][N:5]([C:8]2[CH:13]=[N:12][NH:11][C:10](=O)[CH:9]=2)[CH2:4][CH2:3]1.P(Cl)(Cl)([Cl:17])=O. (5) The reactants are: [OH:1][C:2]([CH:5]1[CH2:9][O:8][C:7]([CH3:11])([CH3:10])[N:6]1[C:12]([O:14][C:15]([CH3:18])([CH3:17])[CH3:16])=[O:13])([CH3:4])[CH3:3].[CH3:19]I.[H-].[Na+].O. Given the product [CH3:19][O:1][C:2]([CH:5]1[CH2:9][O:8][C:7]([CH3:10])([CH3:11])[N:6]1[C:12]([O:14][C:15]([CH3:18])([CH3:17])[CH3:16])=[O:13])([CH3:4])[CH3:3], predict the reactants needed to synthesize it. (6) Given the product [N:1]1([C:7]2[CH:12]=[C:11]([C:13]3[CH:14]=[C:15]([CH2:16][OH:17])[CH:18]=[CH:19][CH:20]=3)[CH:10]=[C:9]([NH:21][C:22]3[CH:23]=[N:24][CH:25]=[CH:26][CH:27]=3)[N:8]=2)[CH2:2][CH2:3][O:4][CH2:5][CH2:6]1, predict the reactants needed to synthesize it. The reactants are: [N:1]1([C:7]2[CH:12]=[C:11]([C:13]3[CH:14]=[C:15]([CH:18]=[CH:19][CH:20]=3)[CH:16]=[O:17])[CH:10]=[C:9]([NH:21][C:22]3[CH:23]=[N:24][CH:25]=[CH:26][CH:27]=3)[N:8]=2)[CH2:6][CH2:5][O:4][CH2:3][CH2:2]1.CC(C[AlH]CC(C)C)C. (7) Given the product [Cl:1][CH2:2][C:3]1[N:7]=[C:8]2[C:13]([CH3:14])=[CH:12][CH:11]=[CH:10][N:9]2[CH:5]=1, predict the reactants needed to synthesize it. The reactants are: [Cl:1][CH2:2][C:3]([CH2:5]Cl)=O.[NH2:7][C:8]1[C:13]([CH3:14])=[CH:12][CH:11]=[CH:10][N:9]=1. (8) Given the product [Cl:1][C:2]1[N:7]=[CH:6][C:5]2[N:8]=[C:9]([CH2:17][OH:18])[N:10]([C@@H:11]([CH3:16])[C:12]([F:13])([F:14])[F:15])[C:4]=2[CH:3]=1, predict the reactants needed to synthesize it. The reactants are: [Cl:1][C:2]1[N:7]=[CH:6][C:5]2[N:8]=[C:9]([CH2:17][O:18]C(=O)C)[N:10]([C@@H:11]([CH3:16])[C:12]([F:15])([F:14])[F:13])[C:4]=2[CH:3]=1. (9) Given the product [CH3:1][N:2]1[C:6]2[CH:7]=[CH:8][C:9]([S:12]([Cl:16])(=[O:14])=[O:13])=[CH:10][C:5]=2[O:4][C:3]1=[O:11], predict the reactants needed to synthesize it. The reactants are: [CH3:1][N:2]1[C:6]2[CH:7]=[CH:8][CH:9]=[CH:10][C:5]=2[O:4][C:3]1=[O:11].[S:12]([Cl:16])(=O)(=[O:14])[OH:13].